Task: Predict the product of the given reaction.. Dataset: Forward reaction prediction with 1.9M reactions from USPTO patents (1976-2016) (1) Given the reactants [C:1]([O:5][C:6]([N:8]1[CH2:13][CH:12]2[CH2:14][CH:9]1[CH2:10][N:11]2[C:15]([C:28]1[CH:33]=[CH:32][C:31]([F:34])=[CH:30][C:29]=1Br)=[N:16][NH:17][S:18]([C:21]1[CH:26]=[CH:25][C:24]([CH3:27])=[CH:23][CH:22]=1)(=[O:20])=[O:19])=[O:7])([CH3:4])([CH3:3])[CH3:2].C(=O)([O-])[O-].[K+].[K+].O, predict the reaction product. The product is: [C:1]([O:5][C:6]([N:8]1[CH2:13][CH:12]2[CH2:14][CH:9]1[CH2:10][N:11]2[C:15]1[C:28]2[C:33](=[CH:32][C:31]([F:34])=[CH:30][CH:29]=2)[N:17]([S:18]([C:21]2[CH:26]=[CH:25][C:24]([CH3:27])=[CH:23][CH:22]=2)(=[O:20])=[O:19])[N:16]=1)=[O:7])([CH3:4])([CH3:3])[CH3:2]. (2) Given the reactants I[C:2]1[CH:14]=[C:13]2[C:5]([C:6]3[CH:7]=[CH:8][C:9]([C:31]4[CH:43]=[CH:42][C:41]5[C:40]6[C:35](=[CH:36][C:37]([C:44]7[CH:45]=[C:46]8[C:71](=[CH:72][CH:73]=7)[C:49]7=[CH:50][C:51]([CH2:66][CH:67]([CH3:70])[CH2:68][CH3:69])([CH2:61][CH:62]([CH3:65])[CH2:63][CH3:64])[C:52]9[C:60]([CH:59]=[C:58]%10[C:53]=9[CH:54]=[CH:55][CH:56]=[CH:57]%10)=[C:48]7[C:47]8([CH2:79][CH:80]([CH3:83])[CH2:81][CH3:82])[CH2:74][CH:75]([CH3:78])[CH2:76][CH3:77])=[CH:38][CH:39]=6)[C:34]([CH2:89][CH:90]([CH3:93])[CH2:91][CH3:92])([CH2:84][CH:85]([CH3:88])[CH2:86][CH3:87])[C:33]=5[CH:32]=4)=[CH:10][C:11]=3[C:12]2([CH2:23][CH:24]([CH2:29][CH3:30])[CH2:25][CH2:26][CH2:27][CH3:28])[CH2:15][CH:16]([CH2:21][CH3:22])[CH2:17][CH2:18][CH2:19][CH3:20])=[CH:4][CH:3]=1.[S:94]1[CH:98]=[CH:97][CH:96]=[C:95]1[Mg]Br, predict the reaction product. The product is: [CH3:70][CH:67]([CH2:68][CH3:69])[CH2:66][C:51]1([CH2:61][CH:62]([CH3:65])[CH2:63][CH3:64])[CH:50]=[C:49]2[C:71]3[C:46]([C:47]([CH2:79][CH:80]([CH3:83])[CH2:81][CH3:82])([CH2:74][CH:75]([CH3:78])[CH2:76][CH3:77])[C:48]2=[C:60]2[C:52]1=[C:53]1[C:58](=[CH:59]2)[CH:57]=[CH:56][CH:55]=[CH:54]1)=[CH:45][C:44]([C:37]1[CH:36]=[C:35]2[C:40]([C:41]4[CH:42]=[CH:43][C:31]([C:9]5[CH:10]=[C:11]6[C:6]([C:5]7[CH:4]=[CH:3][C:2]([C:95]8[S:94][CH:98]=[CH:97][CH:96]=8)=[CH:14][C:13]=7[C:12]6([CH2:15][CH:16]([CH2:21][CH3:22])[CH2:17][CH2:18][CH2:19][CH3:20])[CH2:23][CH:24]([CH2:29][CH3:30])[CH2:25][CH2:26][CH2:27][CH3:28])=[CH:7][CH:8]=5)=[CH:32][C:33]=4[C:34]2([CH2:89][CH:90]([CH3:93])[CH2:91][CH3:92])[CH2:84][CH:85]([CH3:88])[CH2:86][CH3:87])=[CH:39][CH:38]=1)=[CH:73][CH:72]=3. (3) Given the reactants [F:1][C:2]([F:30])([F:29])[C:3]1[CH:4]=[C:5]([NH:9][C:10]([C:12]2[C:16]3[CH:17]=[CH:18][C:19]([O:21][C:22]4[CH:27]=[CH:26][N:25]=[C:24](Cl)[N:23]=4)=[CH:20][C:15]=3[O:14][N:13]=2)=[O:11])[CH:6]=[CH:7][CH:8]=1.[CH3:31][NH2:32], predict the reaction product. The product is: [F:1][C:2]([F:30])([F:29])[C:3]1[CH:4]=[C:5]([NH:9][C:10]([C:12]2[C:16]3[CH:17]=[CH:18][C:19]([O:21][C:22]4[CH:27]=[CH:26][N:25]=[C:24]([NH:32][CH3:31])[N:23]=4)=[CH:20][C:15]=3[O:14][N:13]=2)=[O:11])[CH:6]=[CH:7][CH:8]=1. (4) The product is: [CH3:30][NH:29][C:27](=[O:28])[C:26]1[CH:31]=[CH:32][C:23]([O:21][C:19]2[CH:18]=[CH:17][C:15]3[N:16]=[C:12]([N:9]4[CH2:10][CH2:11][C@@H:7]([N:1]5[CH2:6][CH2:5][CH2:4][CH2:3][CH2:2]5)[CH2:8]4)[S:13][C:14]=3[CH:20]=2)=[N:24][CH:25]=1. Given the reactants [N:1]1([C@@H:7]2[CH2:11][CH2:10][N:9]([C:12]3[S:13][C:14]4[CH:20]=[C:19]([OH:21])[CH:18]=[CH:17][C:15]=4[N:16]=3)[CH2:8]2)[CH2:6][CH2:5][CH2:4][CH2:3][CH2:2]1.Cl[C:23]1[CH:32]=[CH:31][C:26]([C:27]([NH:29][CH3:30])=[O:28])=[CH:25][N:24]=1.C([O-])([O-])=O.[K+].[K+], predict the reaction product. (5) The product is: [CH2:13]([CH:12]1[CH2:11][C:5]2[C:6](=[CH:7][C:8]([O:9][CH3:10])=[C:3]([O:2][CH3:1])[CH:4]=2)[CH:18]=[N:17]1)[CH:14]([CH3:15])[CH3:16]. Given the reactants [CH3:1][O:2][C:3]1[CH:4]=[C:5]([CH2:11][CH:12]([NH:17][CH:18]=O)[CH2:13][CH:14]([CH3:16])[CH3:15])[CH:6]=[CH:7][C:8]=1[O:9][CH3:10].O=P(Cl)(Cl)Cl, predict the reaction product. (6) Given the reactants FC(F)(F)S(O[C:7]1[CH:12]=[CH:11][C:10]([N:13]2[CH:18]=[C:17]([O:19][CH3:20])[C:16](=[O:21])[C:15]([C:22]3[N:26]([C:27]4[CH:32]=[CH:31][CH:30]=[CH:29][CH:28]=4)[N:25]=[CH:24][CH:23]=3)=[N:14]2)=[C:9]([F:33])[CH:8]=1)(=O)=O.Cl.[F:37][C:38]1([F:43])[CH2:42][CH2:41][NH:40][CH2:39]1.CC1(C)C2C(=C(P(C3C=CC=CC=3)C3C=CC=CC=3)C=CC=2)OC2C(P(C3C=CC=CC=3)C3C=CC=CC=3)=CC=CC1=2.O(C(C)(C)C)[Na], predict the reaction product. The product is: [F:37][C:38]1([F:43])[CH2:42][CH2:41][N:40]([C:7]2[CH:12]=[CH:11][C:10]([N:13]3[CH:18]=[C:17]([O:19][CH3:20])[C:16](=[O:21])[C:15]([C:22]4[N:26]([C:27]5[CH:32]=[CH:31][CH:30]=[CH:29][CH:28]=5)[N:25]=[CH:24][CH:23]=4)=[N:14]3)=[C:9]([F:33])[CH:8]=2)[CH2:39]1.